From a dataset of Reaction yield outcomes from USPTO patents with 853,638 reactions. Predict the reaction yield, written as a fraction of the theoretical maximum amount of product (1.0 means a 100% yield; for example, 0.34 means a 34% yield). (1) The reactants are [OH:1]OS([O-])=O.[K+].[F:7][C:8]1[CH:13]=[CH:12][C:11]([C:14]2[O:40][C:17]3=[N:18][CH:19]=[C:20]([C:22]4[CH:23]=[C:24]([CH:37]=[CH:38][CH:39]=4)[C:25]([NH:27][C:28]([C:31]4[CH:36]=[CH:35][CH:34]=[CH:33][CH:32]=4)([CH3:30])[CH3:29])=[O:26])[CH:21]=[C:16]3[C:15]=2[CH:41]=[O:42])=[CH:10][CH:9]=1. The catalyst is CN(C=O)C.CCOC(C)=O. The product is [F:7][C:8]1[CH:13]=[CH:12][C:11]([C:14]2[O:40][C:17]3=[N:18][CH:19]=[C:20]([C:22]4[CH:39]=[CH:38][CH:37]=[C:24]([C:25](=[O:26])[NH:27][C:28]([C:31]5[CH:36]=[CH:35][CH:34]=[CH:33][CH:32]=5)([CH3:30])[CH3:29])[CH:23]=4)[CH:21]=[C:16]3[C:15]=2[C:41]([OH:1])=[O:42])=[CH:10][CH:9]=1. The yield is 0.340. (2) The reactants are [CH2:1]([C:3]1[N:7]([C:8]2[N:16]=[C:15]3[C:11]([N:12]=[C:13]([C:18]4([O:22][CH3:23])[CH2:21][NH:20][CH2:19]4)[N:14]3[CH3:17])=[C:10]([N:24]3[CH2:29][CH2:28][O:27][CH2:26][CH2:25]3)[N:9]=2)[C:6]2[CH:30]=[CH:31][CH:32]=[CH:33][C:5]=2[N:4]=1)[CH3:2].[OH:34][C:35]([CH3:40])([CH3:39])[C:36](O)=[O:37].C1C=CC2N(O)N=NC=2C=1.CN1CCOCC1.CCN=C=NCCCN(C)C. The catalyst is C1COCC1.C(Cl)Cl. The product is [CH2:1]([C:3]1[N:7]([C:8]2[N:16]=[C:15]3[C:11]([N:12]=[C:13]([C:18]4([O:22][CH3:23])[CH2:21][N:20]([C:36](=[O:37])[C:35]([OH:34])([CH3:40])[CH3:39])[CH2:19]4)[N:14]3[CH3:17])=[C:10]([N:24]3[CH2:29][CH2:28][O:27][CH2:26][CH2:25]3)[N:9]=2)[C:6]2[CH:30]=[CH:31][CH:32]=[CH:33][C:5]=2[N:4]=1)[CH3:2]. The yield is 0.600. (3) The reactants are [CH3:1][N:2]1[C:10]2[C:5](=[CH:6][CH:7]=[C:8]([S:11]([Cl:14])(=[O:13])=[O:12])[CH:9]=2)[CH:4]=[CH:3]1.C1C(=O)N([Br:22])C(=O)C1. The catalyst is C(Cl)Cl. The product is [Br:22][C:4]1[C:5]2[C:10](=[CH:9][C:8]([S:11]([Cl:14])(=[O:13])=[O:12])=[CH:7][CH:6]=2)[N:2]([CH3:1])[CH:3]=1. The yield is 0.980. (4) The reactants are [F:1][C:2]([F:20])([F:19])[C:3]1[CH:8]=[CH:7][C:6]([C:9]2[O:13][N:12]=[CH:11][C:10]=2[C:14](OCC)=[O:15])=[CH:5][CH:4]=1.[H-].C([Al+]CC(C)C)C(C)C.Cl. The catalyst is O1CCCC1. The product is [F:20][C:2]([F:1])([F:19])[C:3]1[CH:4]=[CH:5][C:6]([C:9]2[O:13][N:12]=[CH:11][C:10]=2[CH2:14][OH:15])=[CH:7][CH:8]=1. The yield is 0.970. (5) The reactants are C(N(CC)CC)C.[Cl:8][C:9]1[C:14]([C:15]([F:18])([F:17])[F:16])=[CH:13][N:12]=[C:11]2[NH:19][CH:20]=[C:21]([NH2:22])[C:10]=12.[CH3:23][O:24][C@H:25]([CH3:29])[C:26](O)=[O:27].O=C1N(P(Cl)(N2CCOC2=O)=O)CCO1. The catalyst is ClCCl. The product is [Cl:8][C:9]1[C:14]([C:15]([F:18])([F:16])[F:17])=[CH:13][N:12]=[C:11]2[NH:19][CH:20]=[C:21]([NH:22][C:26](=[O:27])[C@H:25]([O:24][CH3:23])[CH3:29])[C:10]=12. The yield is 0.960.